From a dataset of NCI-60 drug combinations with 297,098 pairs across 59 cell lines. Regression. Given two drug SMILES strings and cell line genomic features, predict the synergy score measuring deviation from expected non-interaction effect. (1) Drug 1: COC1=CC(=CC(=C1O)OC)C2C3C(COC3=O)C(C4=CC5=C(C=C24)OCO5)OC6C(C(C7C(O6)COC(O7)C8=CC=CS8)O)O. Drug 2: CC1=C(C(=O)C2=C(C1=O)N3CC4C(C3(C2COC(=O)N)OC)N4)N. Cell line: SF-539. Synergy scores: CSS=51.4, Synergy_ZIP=-11.1, Synergy_Bliss=-4.85, Synergy_Loewe=-9.68, Synergy_HSA=-1.85. (2) Drug 1: C1CC(=O)NC(=O)C1N2CC3=C(C2=O)C=CC=C3N. Drug 2: CCN(CC)CCNC(=O)C1=C(NC(=C1C)C=C2C3=C(C=CC(=C3)F)NC2=O)C. Cell line: SN12C. Synergy scores: CSS=7.01, Synergy_ZIP=-4.09, Synergy_Bliss=-2.52, Synergy_Loewe=-0.412, Synergy_HSA=-0.412. (3) Drug 2: N.N.Cl[Pt+2]Cl. Cell line: UO-31. Drug 1: CNC(=O)C1=CC=CC=C1SC2=CC3=C(C=C2)C(=NN3)C=CC4=CC=CC=N4. Synergy scores: CSS=0.743, Synergy_ZIP=-0.793, Synergy_Bliss=-2.78, Synergy_Loewe=-2.14, Synergy_HSA=-2.76. (4) Drug 1: COC1=CC(=CC(=C1O)OC)C2C3C(COC3=O)C(C4=CC5=C(C=C24)OCO5)OC6C(C(C7C(O6)COC(O7)C8=CC=CS8)O)O. Drug 2: CC12CCC3C(C1CCC2OP(=O)(O)O)CCC4=C3C=CC(=C4)OC(=O)N(CCCl)CCCl.[Na+]. Cell line: BT-549. Synergy scores: CSS=44.2, Synergy_ZIP=5.55, Synergy_Bliss=3.25, Synergy_Loewe=-14.3, Synergy_HSA=5.58.